From a dataset of Retrosynthesis with 50K atom-mapped reactions and 10 reaction types from USPTO. Predict the reactants needed to synthesize the given product. (1) Given the product O=C(c1ccc(F)cc1)N1CCC[C@H](c2nc(Cc3ccc(F)cc3)no2)C1, predict the reactants needed to synthesize it. The reactants are: Fc1ccc(Cc2noc([C@H]3CCCNC3)n2)cc1.O=C(Cl)c1ccc(F)cc1. (2) Given the product Fc1cccc2c1NCC2, predict the reactants needed to synthesize it. The reactants are: Fc1cccc2cc[nH]c12. (3) Given the product C=CCOC[C@H](N)CC(C)C, predict the reactants needed to synthesize it. The reactants are: C=CCOC[C@@H](CC(C)C)NC(=O)C(F)(F)F. (4) Given the product N#Cc1ccc(OCc2sc(-c3ccc(C(F)(F)F)nc3)nc2CCCOCc2ccccc2)cc1Cl, predict the reactants needed to synthesize it. The reactants are: N#Cc1ccc(F)cc1Cl.OCc1sc(-c2ccc(C(F)(F)F)nc2)nc1CCCOCc1ccccc1. (5) Given the product CC(C)Oc1cc(C(F)(F)F)c2cc3c(cc2n1)SCCN3C, predict the reactants needed to synthesize it. The reactants are: C=O.CC(C)Oc1cc(C(F)(F)F)c2cc3c(cc2n1)SCCN3. (6) Given the product Cc1c2ccnc(C(=O)NCCN3CCCC3)c2cc2c3cc(O)ccc3n(C)c12, predict the reactants needed to synthesize it. The reactants are: CCOC(=O)c1nccc2c(C)c3c(cc12)c1cc(O)ccc1n3C.NCCN1CCCC1.